Dataset: Catalyst prediction with 721,799 reactions and 888 catalyst types from USPTO. Task: Predict which catalyst facilitates the given reaction. (1) Reactant: COC1C=C(OC)C=CC=1C[N:6]([C:43]1[S:44][CH:45]=[CH:46][N:47]=1)[S:7]([C:10]1[CH:11]=[C:12]2[C:17](=[CH:18][CH:19]=1)[C:16]([C:20]1[CH:25]=[CH:24][C:23]([C:26]([F:29])([F:28])[F:27])=[CH:22][C:21]=1[C:30]1[CH2:35][CH2:34][N:33](C(OC(C)(C)C)=O)[CH2:32][CH:31]=1)=[N:15][CH:14]=[CH:13]2)(=[O:9])=[O:8].C(O)(C(F)(F)F)=O. Product: [NH:33]1[CH2:32][CH:31]=[C:30]([C:21]2[CH:22]=[C:23]([C:26]([F:29])([F:28])[F:27])[CH:24]=[CH:25][C:20]=2[C:16]2[C:17]3[C:12](=[CH:11][C:10]([S:7]([NH:6][C:43]4[S:44][CH:45]=[CH:46][N:47]=4)(=[O:9])=[O:8])=[CH:19][CH:18]=3)[CH:13]=[CH:14][N:15]=2)[CH2:35][CH2:34]1. The catalyst class is: 2. (2) Reactant: C(OC([N:8]1[CH2:13][CH2:12][N:11](C(OC(C)(C)C)=O)[CH2:10][C@@H:9]1[C:21]([O:23][CH3:24])=[O:22])=O)(C)(C)C.[ClH:25]. Product: [ClH:25].[ClH:25].[NH:8]1[CH2:13][CH2:12][NH:11][CH2:10][C@@H:9]1[C:21]([O:23][CH3:24])=[O:22]. The catalyst class is: 12. (3) The catalyst class is: 3. Reactant: [I:1]I.[OH-].[K+].[N+:5]([C:8]1[CH:16]=[C:15]2[C:11]([CH:12]=[N:13][NH:14]2)=[CH:10][CH:9]=1)([O-:7])=[O:6].OS([O-])=O.[Na+]. Product: [I:1][C:12]1[C:11]2[C:15](=[CH:16][C:8]([N+:5]([O-:7])=[O:6])=[CH:9][CH:10]=2)[NH:14][N:13]=1. (4) Reactant: [Cl:1][C:2]1[CH:3]=[C:4]([CH:17]=[CH:18][C:19]=1[Cl:20])[CH2:5][O:6][C:7]1[CH:12]=[CH:11][C:10]([C:13](=[O:16])[CH:14]=O)=[CH:9][CH:8]=1.[CH3:21][O:22][C:23]([C@@H:25]1[CH2:34][C:33]2[C:28](=[CH:29][C:30](O)=[C:31]([NH2:35])[CH:32]=2)[CH2:27][N:26]1[C:37]([O:39][C:40]([CH3:43])([CH3:42])[CH3:41])=[O:38])=[O:24].C(O[BH-](OC(=O)C)OC(=O)C)(=O)C.[Na+].C(Cl)Cl. Product: [CH3:21][O:22][C:23]([CH:25]1[CH2:34][C:33]2[CH:32]=[C:31]3[C:30]([O:16][C@@H:13]([C:10]4[CH:9]=[CH:8][C:7]([O:6][CH2:5][C:4]5[CH:17]=[CH:18][C:19]([Cl:20])=[C:2]([Cl:1])[CH:3]=5)=[CH:12][CH:11]=4)[CH2:14][NH:35]3)=[CH:29][C:28]=2[CH2:27][N:26]1[C:37]([O:39][C:40]([CH3:43])([CH3:42])[CH3:41])=[O:38])=[O:24]. The catalyst class is: 325. (5) Reactant: O[CH2:2][CH2:3][N:4]1[C:12]2[CH:11]=[C:10]3[NH:13][C:14]([C:16]4[CH:20]=[C:19]([CH3:21])[NH:18][N:17]=4)=[N:15][C:9]3=[CH:8][C:7]=2[C:6]([CH3:23])([CH3:22])[C:5]1=[O:24].C(Br)(Br)(Br)[Br:26].C1(P(C2C=CC=CC=2)C2C=CC=CC=2)C=CC=CC=1.C(N(CC)CC)C. Product: [Br:26][CH2:2][CH2:3][N:4]1[C:12]2[CH:11]=[C:10]3[NH:13][C:14]([C:16]4[CH:20]=[C:19]([CH3:21])[NH:18][N:17]=4)=[N:15][C:9]3=[CH:8][C:7]=2[C:6]([CH3:23])([CH3:22])[C:5]1=[O:24]. The catalyst class is: 4. (6) Reactant: [OH:1][CH2:2][P:3](=[O:10])([O:7][CH2:8][CH3:9])[O:4][CH2:5][CH3:6].[H-].[Na+].Cl[CH:14]=[C:15]([CH3:17])[CH3:16].O. Product: [CH3:16][C:15](=[CH2:14])[CH2:17][O:1][CH2:2][P:3](=[O:10])([O:7][CH2:8][CH3:9])[O:4][CH2:5][CH3:6]. The catalyst class is: 1.